From a dataset of Choline transporter screen with 302,306 compounds. Binary Classification. Given a drug SMILES string, predict its activity (active/inactive) in a high-throughput screening assay against a specified biological target. (1) The compound is S(=O)(=O)(NCCC)c1ccc(NC(=O)c2ncccc2)cc1. The result is 0 (inactive). (2) The molecule is OCC1N(CCCC1)CCNC(=O)c1noc(c1)COc1cc(OC)ccc1. The result is 0 (inactive). (3) The compound is O(c1c(n2nc3c(n2)cccc3)cc(cc1)C)CC(O)=O. The result is 0 (inactive).